Dataset: Experimentally validated miRNA-target interactions with 360,000+ pairs, plus equal number of negative samples. Task: Binary Classification. Given a miRNA mature sequence and a target amino acid sequence, predict their likelihood of interaction. (1) The miRNA is mmu-miR-694 with sequence CUGAAAAUGUUGCCUGAAG. The protein sequence of the target gene is MEHSGTSEVTGADTAGPDPQLAVTMGFTGFGKKARTFDLEAMFEQTRRTAVERSRKTLEAREKEEEMNREKELRKQIEDMEPAPSSSSAARERSQSSCRDTSSSDSESDDSSDSSDDELIGPPLPPKMVGESVTTVDEGTLGPLPPPLCEEGEDDDDDELDDEGEEDNPVQRIPDSHEITLRHGTKTVSALGLDPSGARLVTGGYDYDVKFWDFAGMDASFKAFRSLQPCECHQIKSLQYSNTGDMILVVSGSSQAKVIDRDGFEVMECIKGDQYIVDMANTKGHTAMLHTDSWHPKIKG.... Result: 1 (interaction). (2) The miRNA is hsa-miR-520d-3p with sequence AAAGUGCUUCUCUUUGGUGGGU. The protein sequence of the target gene is MRHVQAELSPSSEPEAGPSQPPVRQGTLQGGLLMGYSPAGGATSPGVYQVSIFSPSAGASEPPRALKRPAPPTEGPRELKRGPGLGAREGLPPEEPSTVGLLSPEGLGLGLGVASQHFSHHGLCVVEHGGNTTSPWTSGTQSTPWLSSNASFNTLHTRDWAFPDQGGQGCLGETPGPAPSGQLHTLDTDLHNLAQIGGKSPVARVGNGSNPWPRESHGTANGHSPEHTPPGPGPPGPCPTKRRLLPAGETLDVSSEDEGPAPRRRRGTLGCPLAANSSDAKATPFWSHLLPGPKEPVLDP.... Result: 0 (no interaction).